This data is from Forward reaction prediction with 1.9M reactions from USPTO patents (1976-2016). The task is: Predict the product of the given reaction. (1) Given the reactants [CH2:1]([O:8][C:9]([N:11]1[CH2:36][CH2:35][C:14]2([N:18]([C:19]3[CH:24]=[CH:23][CH:22]=[CH:21][CH:20]=3)[CH2:17][N:16]([C:25]3[CH:33]=[CH:32][CH:31]=[CH:30][C:26]=3[C:27]([OH:29])=[O:28])[C:15]2=[O:34])[CH2:13][CH2:12]1)=[O:10])[C:2]1[CH:7]=[CH:6][CH:5]=[CH:4][CH:3]=1.[C:37](OC(O[C:37]([CH3:40])([CH3:39])[CH3:38])N(C)C)([CH3:40])([CH3:39])[CH3:38], predict the reaction product. The product is: [C:37]([O:28][C:27]([C:26]1[CH:30]=[CH:31][CH:32]=[CH:33][C:25]=1[N:16]1[C:15](=[O:34])[C:14]2([CH2:13][CH2:12][N:11]([C:9]([O:8][CH2:1][C:2]3[CH:7]=[CH:6][CH:5]=[CH:4][CH:3]=3)=[O:10])[CH2:36][CH2:35]2)[N:18]([C:19]2[CH:24]=[CH:23][CH:22]=[CH:21][CH:20]=2)[CH2:17]1)=[O:29])([CH3:40])([CH3:39])[CH3:38]. (2) Given the reactants [NH2:1][C@H:2]([C:8]([OH:10])=[O:9])[CH2:3][CH2:4][C:5](=[O:7])[NH2:6].[OH-].[Na+].[C:13](Cl)(=[O:25])[CH2:14][CH2:15][CH2:16][CH2:17][CH2:18][CH2:19][CH2:20][CH2:21][CH2:22][CH2:23][CH3:24].S(=O)(=O)(O)O, predict the reaction product. The product is: [C:13]([NH:1][C@H:2]([C:8]([OH:10])=[O:9])[CH2:3][CH2:4][C:5](=[O:7])[NH2:6])(=[O:25])[CH2:14][CH2:15][CH2:16][CH2:17][CH2:18][CH2:19][CH2:20][CH2:21][CH2:22][CH2:23][CH3:24]. (3) Given the reactants [C:1]([O:5][C:6]([N:8]1[CH2:13][CH2:12][CH:11]([N:14]2[CH:18]=[C:17]([C:19]3[CH:24]=[CH:23][N:22]=[CH:21][CH:20]=3)[C:16]([C:25]3[CH:30]=[CH:29][CH:28]=[C:27]([N+:31]([O-])=O)[CH:26]=3)=[N:15]2)[CH2:10][CH2:9]1)=[O:7])([CH3:4])([CH3:3])[CH3:2], predict the reaction product. The product is: [C:1]([O:5][C:6]([N:8]1[CH2:9][CH2:10][CH:11]([N:14]2[CH:18]=[C:17]([C:19]3[CH:24]=[CH:23][N:22]=[CH:21][CH:20]=3)[C:16]([C:25]3[CH:30]=[CH:29][CH:28]=[C:27]([NH2:31])[CH:26]=3)=[N:15]2)[CH2:12][CH2:13]1)=[O:7])([CH3:4])([CH3:2])[CH3:3]. (4) Given the reactants [CH3:1][C:2]1[C:10]2[CH2:9][O:8][C:7](=[O:11])[C:6]=2[CH:5]=[CH:4][C:3]=1[SH:12].Br[CH2:14][CH:15]1[CH2:20][CH2:19][N:18]([C:21]([O:23][C:24]([CH3:27])([CH3:26])[CH3:25])=[O:22])[CH2:17][CH2:16]1.C(=O)([O-])[O-].[K+].[K+], predict the reaction product. The product is: [CH3:1][C:2]1[C:10]2[CH2:9][O:8][C:7](=[O:11])[C:6]=2[CH:5]=[CH:4][C:3]=1[S:12][CH2:14][CH:15]1[CH2:20][CH2:19][N:18]([C:21]([O:23][C:24]([CH3:25])([CH3:27])[CH3:26])=[O:22])[CH2:17][CH2:16]1. (5) Given the reactants [CH2:1]([C:8]1[C:9](=[O:16])[NH:10][NH:11][C:12]=1[CH:13]([CH3:15])[CH3:14])[C:2]1[CH:7]=[CH:6][CH:5]=[CH:4][CH:3]=1.[CH:17](O)=[O:18].C(O)(=O)C, predict the reaction product. The product is: [CH2:1]([C:8]1[C:9](=[O:16])[NH:10][N:11]([CH:17]=[O:18])[C:12]=1[CH:13]([CH3:14])[CH3:15])[C:2]1[CH:3]=[CH:4][CH:5]=[CH:6][CH:7]=1. (6) Given the reactants [NH2:1][C:2]1[C:10]([CH3:11])=[CH:9][CH:8]=[CH:7][C:3]=1[C:4]([NH2:6])=[O:5].Cl.[N:13]1([CH2:18][CH2:19][CH2:20][C:21](O)=O)[CH2:17][CH2:16][CH2:15][CH2:14]1, predict the reaction product. The product is: [CH3:11][C:10]1[CH:9]=[CH:8][CH:7]=[C:3]2[C:2]=1[N:1]=[C:21]([CH2:20][CH2:19][CH2:18][N:13]1[CH2:17][CH2:16][CH2:15][CH2:14]1)[NH:6][C:4]2=[O:5]. (7) Given the reactants [CH:1]1([NH:4][C:5]2[C:10]([C:11]([NH2:13])=[O:12])=[CH:9][N:8]=[C:7]([NH:14][C:15]3[CH:20]=[CH:19][C:18]([CH:21]4[CH2:26][CH2:25][NH:24][CH2:23][CH2:22]4)=[CH:17][CH:16]=3)[N:6]=2)[CH2:3][CH2:2]1.[C:27]1(B(O)O)[CH:32]=[CH:31][CH:30]=[CH:29][CH:28]=1, predict the reaction product. The product is: [CH:1]1([NH:4][C:5]2[C:10]([C:11]([NH2:13])=[O:12])=[CH:9][N:8]=[C:7]([NH:14][C:15]3[CH:20]=[CH:19][C:18]([CH:21]4[CH2:26][CH2:25][N:24]([C:27]5[CH:32]=[CH:31][CH:30]=[CH:29][CH:28]=5)[CH2:23][CH2:22]4)=[CH:17][CH:16]=3)[N:6]=2)[CH2:3][CH2:2]1.